From a dataset of Catalyst prediction with 721,799 reactions and 888 catalyst types from USPTO. Predict which catalyst facilitates the given reaction. (1) Reactant: C(=[N:4][N:5]([CH2:13][C:14]1[CH:19]=[CH:18][C:17]([CH3:20])=[CH:16][CH:15]=1)C(OC(C)(C)C)=O)(C)C.[ClH:21]. Product: [ClH:21].[ClH:21].[CH3:20][C:17]1[CH:18]=[CH:19][C:14]([CH2:13][NH:5][NH2:4])=[CH:15][CH:16]=1. The catalyst class is: 1. (2) Reactant: Br[CH2:2][C:3]1[CH:4]=[CH:5][C:6]([C:9]#[N:10])=[N:7][CH:8]=1.[NH:11]1[CH2:16][CH2:15][O:14][CH2:13][CH2:12]1. Product: [O:14]1[CH2:15][CH2:16][N:11]([CH2:2][C:3]2[CH:4]=[CH:5][C:6]([C:9]#[N:10])=[N:7][CH:8]=2)[CH2:12][CH2:13]1. The catalyst class is: 5.